This data is from Forward reaction prediction with 1.9M reactions from USPTO patents (1976-2016). The task is: Predict the product of the given reaction. (1) Given the reactants C[O:2][C:3]1[CH:4]=[CH:5][C:6]2[CH:10]=[CH:9][S:8][C:7]=2[CH:11]=1.[Li][CH2:13][CH2:14]CC.C(I)C, predict the reaction product. The product is: [CH2:13]([C:9]1[S:8][C:7]2[CH:11]=[C:3]([OH:2])[CH:4]=[CH:5][C:6]=2[CH:10]=1)[CH3:14]. (2) Given the reactants [CH2:1]([O:3][C:4](=[O:52])[CH2:5][C@H:6]1[CH2:11][CH2:10][C@H:9]([C:12]([N:14]2[C:23]3[C:18](=[CH:19][C:20]([C:24]([F:27])([F:26])[F:25])=[CH:21][CH:22]=3)[C@@H:17]([N:28]([CH2:35][C:36]3[CH:41]=[C:40]([C:42]([F:45])([F:44])[F:43])[CH:39]=[C:38]([C:46]([F:49])([F:48])[F:47])[CH:37]=3)[C:29]3[N:30]=[N:31][N:32]([CH3:34])[N:33]=3)[CH2:16][C@H:15]2[CH2:50][CH3:51])=O)[CH2:8][CH2:7]1)[CH3:2].CSC.B, predict the reaction product. The product is: [CH2:1]([O:3][C:4](=[O:52])[CH2:5][C@H:6]1[CH2:7][CH2:8][C@H:9]([CH2:12][N:14]2[C:23]3[C:18](=[CH:19][C:20]([C:24]([F:27])([F:26])[F:25])=[CH:21][CH:22]=3)[C@@H:17]([N:28]([CH2:35][C:36]3[CH:37]=[C:38]([C:46]([F:49])([F:47])[F:48])[CH:39]=[C:40]([C:42]([F:44])([F:43])[F:45])[CH:41]=3)[C:29]3[N:30]=[N:31][N:32]([CH3:34])[N:33]=3)[CH2:16][C@H:15]2[CH2:50][CH3:51])[CH2:10][CH2:11]1)[CH3:2]. (3) Given the reactants [NH2:1][C:2]1[CH:3]=[C:4]([CH:8]=[CH:9][C:10]=1[O:11][CH3:12])[C:5]([OH:7])=[O:6].[Br:13][CH2:14][C:15](Cl)=[O:16], predict the reaction product. The product is: [Br:13][CH2:14][C:15]([NH:1][C:2]1[CH:3]=[C:4]([CH:8]=[CH:9][C:10]=1[O:11][CH3:12])[C:5]([OH:7])=[O:6])=[O:16]. (4) Given the reactants [Cl:1][C:2]1[CH:10]=[C:9]2[C:5]([C:6]([C:13]3[N:14]=[C:15]4[C:21]([C:22]([NH:24][CH:25]([CH3:27])[CH3:26])=[O:23])=[CH:20][N:19](COCC[Si](C)(C)C)[C:16]4=[N:17][CH:18]=3)=[N:7][N:8]2[CH2:11][CH3:12])=[CH:4][CH:3]=1.FC(F)(F)C(O)=O.C(N)CN, predict the reaction product. The product is: [Cl:1][C:2]1[CH:10]=[C:9]2[C:5]([C:6]([C:13]3[N:14]=[C:15]4[C:21]([C:22]([NH:24][CH:25]([CH3:26])[CH3:27])=[O:23])=[CH:20][NH:19][C:16]4=[N:17][CH:18]=3)=[N:7][N:8]2[CH2:11][CH3:12])=[CH:4][CH:3]=1. (5) Given the reactants [CH3:1][C:2]1[N:3]=[C:4]([C@H:7]2[CH2:11][CH2:10][CH2:9][NH:8]2)[S:5][CH:6]=1.C(N1CCC[C@H]1C(O)=O)(OCC1C=CC=CC=1)=O, predict the reaction product. The product is: [CH3:1][C:2]1[N:3]=[C:4]([C@@H:7]2[CH2:11][CH2:10][CH2:9][NH:8]2)[S:5][CH:6]=1. (6) Given the reactants CC1C=CC(S(O[CH2:12][CH:13]2[O:18][C:17]3[CH:19]=[C:20]([O:23][S:24]([CH3:27])(=[O:26])=[O:25])[CH:21]=[CH:22][C:16]=3[O:15][CH2:14]2)(=O)=O)=CC=1.[CH2:28]([NH:30][CH2:31][CH3:32])[CH3:29], predict the reaction product. The product is: [CH3:27][S:24]([O:23][C:20]1[CH:21]=[CH:22][C:16]2[O:15][CH2:14][CH:13]([CH2:12][N:30]([CH2:31][CH3:32])[CH2:28][CH3:29])[O:18][C:17]=2[CH:19]=1)(=[O:25])=[O:26]. (7) The product is: [CH3:1][O:2][C:3]1[CH:4]=[C:5]2[C:10](=[CH:11][C:12]=1[O:13][CH3:14])[N:9]=[CH:8][CH:7]=[C:6]2[O:15][C:16]1[C:22]([CH3:23])=[CH:21][C:19]([NH:20][C:26](=[O:28])[O:44][CH:38]([CH3:37])[CH2:39][CH2:40][CH2:41][CH2:42][CH3:43])=[C:18]([CH3:24])[CH:17]=1. Given the reactants [CH3:1][O:2][C:3]1[CH:4]=[C:5]2[C:10](=[CH:11][C:12]=1[O:13][CH3:14])[N:9]=[CH:8][CH:7]=[C:6]2[O:15][C:16]1[C:22]([CH3:23])=[CH:21][C:19]([NH2:20])=[C:18]([CH3:24])[CH:17]=1.Cl[C:26](Cl)([O:28]C(=O)OC(Cl)(Cl)Cl)Cl.[CH3:37][CH:38]([OH:44])[CH2:39][CH2:40][CH2:41][CH2:42][CH3:43].C(=O)(O)[O-].[Na+], predict the reaction product. (8) Given the reactants [CH3:1][O:2][C:3]1[CH:4]=[C:5]([NH:15][C:16]([NH2:18])=[NH:17])[CH:6]=[CH:7][C:8]=1[N:9]1[CH:13]=[C:12]([CH3:14])[N:11]=[CH:10]1.C(=O)([O-])[O-].[K+].[K+].[CH3:25][C:26]1[CH:30]=[C:29]([CH3:31])[N:28]([CH:32]([CH3:42])[C:33]([CH:35]2[C:40](=O)[CH2:39][CH2:38][O:37][CH2:36]2)=O)[N:27]=1, predict the reaction product. The product is: [CH3:25][C:26]1[CH:30]=[C:29]([CH3:31])[N:28]([CH:32]([C:33]2[C:35]3[CH2:36][O:37][CH2:38][CH2:39][C:40]=3[N:17]=[C:16]([NH:15][C:5]3[CH:6]=[CH:7][C:8]([N:9]4[CH:13]=[C:12]([CH3:14])[N:11]=[CH:10]4)=[C:3]([O:2][CH3:1])[CH:4]=3)[N:18]=2)[CH3:42])[N:27]=1. (9) Given the reactants [OH-].[Na+].C[O:4][C:5](=[O:14])[C:6]1[CH:11]=[CH:10][CH:9]=[N+:8]([O-:12])[C:7]=1[NH2:13], predict the reaction product. The product is: [NH2:13][C:7]1[N+:8]([O-:12])=[CH:9][CH:10]=[CH:11][C:6]=1[C:5]([OH:14])=[O:4]. (10) Given the reactants [Li]CCCC.[C:6]([C:10]1[N:11]([S:15]([N:18]([CH3:20])[CH3:19])(=[O:17])=[O:16])[CH:12]=[CH:13][N:14]=1)([CH3:9])([CH3:8])[CH3:7].CN([CH:24]=[O:25])C.[NH4+].[Cl-], predict the reaction product. The product is: [C:6]([C:10]1[N:11]([S:15]([N:18]([CH3:20])[CH3:19])(=[O:17])=[O:16])[C:12]([CH:24]=[O:25])=[CH:13][N:14]=1)([CH3:9])([CH3:7])[CH3:8].